This data is from Reaction yield outcomes from USPTO patents with 853,638 reactions. The task is: Predict the reaction yield, written as a fraction of the theoretical maximum amount of product (1.0 means a 100% yield; for example, 0.34 means a 34% yield). The reactants are C([O:8][C:9]1[C:14](=[O:15])[CH:13]=[C:12]([CH3:16])[N:11]([CH3:17])[C:10]=1[CH:18](OS(C)(=O)=O)[C:19]([F:22])([F:21])[F:20])C1C=CC=CC=1. The catalyst is CCO.CC(O)C.O.[Pd]. The product is [OH:8][C:9]1[C:14](=[O:15])[CH:13]=[C:12]([CH3:16])[N:11]([CH3:17])[C:10]=1[CH2:18][C:19]([F:22])([F:20])[F:21]. The yield is 0.530.